From a dataset of Reaction yield outcomes from USPTO patents with 853,638 reactions. Predict the reaction yield, written as a fraction of the theoretical maximum amount of product (1.0 means a 100% yield; for example, 0.34 means a 34% yield). (1) The reactants are C([O:3][C:4]([C:6]1[CH:7]=[N:8][N:9]([C:11]2[NH:20][C:19](=[O:21])[C:18]3[C:13](=[CH:14][CH:15]=[C:16]([O:22][C:23]4[C:32]5[C:27](=[CH:28][CH:29]=[CH:30][CH:31]=5)[CH:26]=[CH:25][CH:24]=4)[CH:17]=3)[N:12]=2)[CH:10]=1)=[O:5])C.[OH-].[K+]. The catalyst is C1COCC1. The product is [C:23]1([O:22][C:16]2[CH:17]=[C:18]3[C:13](=[CH:14][CH:15]=2)[N:12]=[C:11]([N:9]2[CH:10]=[C:6]([C:4]([OH:5])=[O:3])[CH:7]=[N:8]2)[NH:20][C:19]3=[O:21])[C:32]2[C:27](=[CH:28][CH:29]=[CH:30][CH:31]=2)[CH:26]=[CH:25][CH:24]=1. The yield is 0.860. (2) The reactants are [Cl:1][C:2]1[C:7]([Cl:8])=[C:6]([Cl:9])[CH:5]=[CH:4][C:3]=1[OH:10].F[C:12]1[CH:17]=[CH:16][CH:15]=[CH:14][C:13]=1[N+:18]([O-:20])=[O:19].[Cl:21][C:22]1[C:35]([Cl:36])=[C:34]([Cl:37])[CH:33]=[CH:32][C:23]=1[O:24][C:25]1[CH:31]=[CH:30][CH:29]=[CH:28][C:26]=1[NH2:27].[NH2:38][C:39]1[S:40][CH:41]=[CH:42][N:43]=1. No catalyst specified. The product is [Cl:1][C:2]1[C:7]([Cl:8])=[C:6]([Cl:9])[CH:5]=[CH:4][C:3]=1[O:10][C:12]1[CH:17]=[CH:16][CH:15]=[CH:14][C:13]=1[N+:18]([O-:20])=[O:19].[Cl:21][C:22]1[C:35]([Cl:36])=[C:34]([Cl:37])[CH:33]=[CH:32][C:23]=1[O:24][C:25]1[CH:31]=[CH:30][CH:29]=[CH:28][C:26]=1[NH:27][C:3]([NH:38][C:39]1[S:40][CH:41]=[CH:42][N:43]=1)=[O:10]. The yield is 0.650. (3) The reactants are Cl.[NH2:2][CH2:3][C:4]1[CH:5]=[CH:6][C:7]([CH:14]([F:16])[F:15])=[C:8]([CH:13]=1)[C:9]([O:11][CH3:12])=[O:10].C(N(CC)CC)C.[C:24]([O:28][C:29](O[C:29]([O:28][C:24]([CH3:27])([CH3:26])[CH3:25])=[O:30])=[O:30])([CH3:27])([CH3:26])[CH3:25]. The catalyst is CO. The product is [C:24]([O:28][C:29]([NH:2][CH2:3][C:4]1[CH:5]=[CH:6][C:7]([CH:14]([F:15])[F:16])=[C:8]([CH:13]=1)[C:9]([O:11][CH3:12])=[O:10])=[O:30])([CH3:27])([CH3:26])[CH3:25]. The yield is 0.900.